From a dataset of Reaction yield outcomes from USPTO patents with 853,638 reactions. Predict the reaction yield, written as a fraction of the theoretical maximum amount of product (1.0 means a 100% yield; for example, 0.34 means a 34% yield). The reactants are [CH:1]1([N:7]2[C:12]([OH:13])=[C:11]([C:14]([NH:16][CH2:17][C:18]([O:20]CC)=[O:19])=[O:15])[C:10](=[O:23])[NH:9][C:8]2=[O:24])[CH2:6][CH2:5][CH2:4][CH2:3][CH2:2]1.C(=O)([O-])[O-].[K+].[K+].[CH3:31][O:32][C:33]1[CH:34]=[C:35]([CH:38]=[C:39]([O:41][CH3:42])[CH:40]=1)[CH2:36]Br.Cl. The catalyst is CC(N(C)C)=O. The product is [CH3:42][O:41][C:39]1[CH:38]=[C:35]([CH2:36][N:9]2[C:10](=[O:23])[C:11]([C:14]([NH:16][CH2:17][C:18]([OH:20])=[O:19])=[O:15])=[C:12]([OH:13])[N:7]([CH:1]3[CH2:2][CH2:3][CH2:4][CH2:5][CH2:6]3)[C:8]2=[O:24])[CH:34]=[C:33]([O:32][CH3:31])[CH:40]=1. The yield is 0.410.